This data is from Catalyst prediction with 721,799 reactions and 888 catalyst types from USPTO. The task is: Predict which catalyst facilitates the given reaction. Reactant: Br[C:2]1[CH:3]=[CH:4][C:5]([N:8]2[CH:12]=[CH:11][C:10]([CH:13]([C:15]3[CH:27]=[CH:26][C:18]4[N:19]([CH2:23][O:24][CH3:25])[C:20](=[O:22])[S:21][C:17]=4[CH:16]=3)[CH3:14])=[N:9]2)=[N:6][CH:7]=1.CC(C1C=C(C(C)C)C(C2C=CC=CC=2P(C2CCCCC2)C2CCCCC2)=C(C(C)C)C=1)C.CC(C)([O-])C.[Na+].[NH:68]1[CH2:73][CH2:72][O:71][CH2:70][CH2:69]1. Product: [CH3:25][O:24][CH2:23][N:19]1[C:18]2[CH:26]=[CH:27][C:15]([CH:13]([C:10]3[CH:11]=[CH:12][N:8]([C:5]4[CH:4]=[CH:3][C:2]([N:68]5[CH2:73][CH2:72][O:71][CH2:70][CH2:69]5)=[CH:7][N:6]=4)[N:9]=3)[CH3:14])=[CH:16][C:17]=2[S:21][C:20]1=[O:22]. The catalyst class is: 187.